From a dataset of Reaction yield outcomes from USPTO patents with 853,638 reactions. Predict the reaction yield, written as a fraction of the theoretical maximum amount of product (1.0 means a 100% yield; for example, 0.34 means a 34% yield). (1) The reactants are [Mg].II.BrC(Br)C.[CH:8]([C:11]1[CH:12]=[C:13](Br)[CH:14]=[CH:15][CH:16]=1)([CH3:10])[CH3:9].[C:18]1(=[O:24])[CH2:23][CH2:22][CH2:21][CH2:20][CH2:19]1. The catalyst is O1CCCC1. The product is [CH:8]([C:11]1[CH:12]=[C:13]([C:18]2([OH:24])[CH2:23][CH2:22][CH2:21][CH2:20][CH2:19]2)[CH:14]=[CH:15][CH:16]=1)([CH3:10])[CH3:9]. The yield is 0.600. (2) The reactants are [C:1]([C:3]([C:10]#[N:11])=[C:4]([CH3:9])[CH:5]=[CH:6]OC)#[N:2].S(=O)(=O)(O)[OH:13]. The catalyst is O. The product is [C:1]([C:3]1[C:10](=[O:13])[NH:11][CH:6]=[CH:5][C:4]=1[CH3:9])#[N:2]. The yield is 0.906. (3) The reactants are [C:1]([O:5][C:6]([N:8]([CH3:13])[CH2:9][C:10]([OH:12])=O)=[O:7])([CH3:4])([CH3:3])[CH3:2].[Cl:14][C:15]1[CH:16]=[C:17]([NH:21][CH2:22][CH2:23][C:24]#[N:25])[CH:18]=[CH:19][CH:20]=1.C1CCC(N=C=NC2CCCCC2)CC1. The catalyst is C(Cl)Cl.CN(C1C=CN=CC=1)C. The product is [Cl:14][C:15]1[CH:16]=[C:17]([N:21]([CH2:22][CH2:23][C:24]#[N:25])[C:10](=[O:12])[CH2:9][N:8]([CH3:13])[C:6](=[O:7])[O:5][C:1]([CH3:2])([CH3:3])[CH3:4])[CH:18]=[CH:19][CH:20]=1. The yield is 0.800. (4) The yield is 0.810. The catalyst is O1CCCC1. The product is [Br:21][C:22]1[CH:30]=[C:29]2[C:25]([CH2:26][C:27](=[O:31])[N:28]2[C:9]([O:11][C:12]([CH3:13])([CH3:14])[CH3:15])=[O:10])=[CH:24][CH:23]=1. The reactants are [C:9](O[C:9]([O:11][C:12]([CH3:15])([CH3:14])[CH3:13])=[O:10])([O:11][C:12]([CH3:15])([CH3:14])[CH3:13])=[O:10].C(=O)([O-])O.[Na+].[Br:21][C:22]1[CH:30]=[C:29]2[C:25]([CH2:26][C:27](=[O:31])[NH:28]2)=[CH:24][CH:23]=1. (5) The reactants are O=[C:2]1[C:10]2[C:5](=[CH:6][CH:7]=[CH:8][CH:9]=2)[CH:4]([C:11]([OH:13])=[O:12])[CH2:3]1. The catalyst is [Pd].CO. The product is [CH:4]1([C:11]([OH:13])=[O:12])[C:5]2[C:10](=[CH:9][CH:8]=[CH:7][CH:6]=2)[CH2:2][CH2:3]1. The yield is 0.950. (6) The reactants are [Cl:1][C:2]1[CH:7]=[CH:6][C:5]([N:8]2[CH2:14][CH2:13][CH2:12][NH:11][CH2:10][CH2:9]2)=[CH:4][CH:3]=1.[C:15]([O:19][C:20]([N:22]1[CH2:27][CH:26]2[CH:24]([O:25]2)[CH2:23]1)=[O:21])([CH3:18])([CH3:17])[CH3:16].FC(F)(F)S([O-])(=O)=O.[Ca+2].FC(F)(F)S([O-])(=O)=O. The catalyst is C(#N)C. The yield is 0.410. The product is [C:15]([O:19][C:20]([N:22]1[CH2:23][C@@H:24]([OH:25])[C@H:26]([N:11]2[CH2:12][CH2:13][CH2:14][N:8]([C:5]3[CH:4]=[CH:3][C:2]([Cl:1])=[CH:7][CH:6]=3)[CH2:9][CH2:10]2)[CH2:27]1)=[O:21])([CH3:18])([CH3:16])[CH3:17].